From a dataset of Peptide-MHC class I binding affinity with 185,985 pairs from IEDB/IMGT. Regression. Given a peptide amino acid sequence and an MHC pseudo amino acid sequence, predict their binding affinity value. This is MHC class I binding data. (1) The peptide sequence is YQVVECKEVF. The MHC is H-2-Db with pseudo-sequence H-2-Db. The binding affinity (normalized) is 0.238. (2) The peptide sequence is AYIDNYNKV. The MHC is HLA-B40:01 with pseudo-sequence HLA-B40:01. The binding affinity (normalized) is 0. (3) The peptide sequence is VENPDILRV. The MHC is HLA-B18:01 with pseudo-sequence HLA-B18:01. The binding affinity (normalized) is 0.158. (4) The peptide sequence is TVYDDAARR. The MHC is HLA-A68:01 with pseudo-sequence HLA-A68:01. The binding affinity (normalized) is 0.914.